Dataset: Reaction yield outcomes from USPTO patents with 853,638 reactions. Task: Predict the reaction yield, written as a fraction of the theoretical maximum amount of product (1.0 means a 100% yield; for example, 0.34 means a 34% yield). (1) The reactants are C(O)(C(F)(F)F)=O.[NH2:8][C@H:9]([CH3:34])[C@H:10]([NH:15][C:16](=[O:33])[C:17]1[CH:22]=[CH:21][C:20]([C:23]#[C:24][C:25]#[C:26][C:27]2[CH:28]=[N:29][N:30]([CH3:32])[CH:31]=2)=[CH:19][CH:18]=1)[C:11](OC)=[O:12].[NH2:35][OH:36]. The catalyst is C(O)(C)C. The product is [NH2:8][C@H:9]([CH3:34])[C@H:10]([NH:15][C:16](=[O:33])[C:17]1[CH:22]=[CH:21][C:20]([C:23]#[C:24][C:25]#[C:26][C:27]2[CH:28]=[N:29][N:30]([CH3:32])[CH:31]=2)=[CH:19][CH:18]=1)[C:11]([NH:35][OH:36])=[O:12]. The yield is 0.400. (2) The reactants are Br[C:2]1[C:3]([Cl:22])=[C:4]([N:8]2[C:17](=[O:18])[C:16]3[C:11](=[C:12]([F:19])[CH:13]=[CH:14][CH:15]=3)[N:10]([CH3:20])[C:9]2=[O:21])[CH:5]=[CH:6][CH:7]=1.[CH3:23][C:24]1([CH3:40])[C:28]([CH3:30])([CH3:29])[O:27][B:26]([B:26]2[O:27][C:28]([CH3:30])([CH3:29])[C:24]([CH3:40])([CH3:23])[O:25]2)[O:25]1.C([O-])(=O)C.[K+]. The catalyst is C1C=CC(P(C2C=CC=CC=2)[C-]2C=CC=C2)=CC=1.C1C=CC(P(C2C=CC=CC=2)[C-]2C=CC=C2)=CC=1.Cl[Pd]Cl.[Fe+2].C(Cl)Cl.O1CCOCC1. The product is [Cl:22][C:3]1[C:2]([B:26]2[O:27][C:28]([CH3:30])([CH3:29])[C:24]([CH3:40])([CH3:23])[O:25]2)=[CH:7][CH:6]=[CH:5][C:4]=1[N:8]1[C:17](=[O:18])[C:16]2[C:11](=[C:12]([F:19])[CH:13]=[CH:14][CH:15]=2)[N:10]([CH3:20])[C:9]1=[O:21]. The yield is 0.310. (3) The reactants are [NH2:1][C:2]1[CH:7]=[CH:6][CH:5]=[CH:4][C:3]=1[C:8]1[NH:9][C:10]2[C:15]([CH:16]=1)=[CH:14][CH:13]=[CH:12][CH:11]=2.[OH:17][C:18]1[CH:19]=[C:20]([CH:26]=[CH:27][C:28]=1[OH:29])[CH2:21][CH2:22][C:23](O)=[O:24]. No catalyst specified. The product is [OH:17][C:18]1[CH:19]=[C:20]([CH2:21][CH2:22][C:23]([NH:1][C:2]2[CH:7]=[CH:6][CH:5]=[CH:4][C:3]=2[C:8]2[NH:9][C:10]3[C:15]([CH:16]=2)=[CH:14][CH:13]=[CH:12][CH:11]=3)=[O:24])[CH:26]=[CH:27][C:28]=1[OH:29]. The yield is 0.190. (4) The reactants are [OH:1][C:2]1([CH3:10])[CH2:5][CH:4]([CH2:6][C:7]([OH:9])=O)[CH2:3]1.CCN=C=NCCCN(C)C.C1C=CC2N(O)N=NC=2C=1.CCN(C(C)C)C(C)C.Cl.[CH:42]1([CH2:50][NH:51][C:52]([C:54]2[O:62][C:57]3=[CH:58][N:59]=[CH:60][CH:61]=[C:56]3[CH:55]=2)=[O:53])[C:44]2([CH2:49][CH2:48][NH:47][CH2:46][CH2:45]2)[CH2:43]1. The catalyst is CN(C=O)C. The product is [OH:1][C:2]1([CH3:10])[CH2:3][CH:4]([CH2:6][C:7]([N:47]2[CH2:48][CH2:49][C:44]3([CH:42]([CH2:50][NH:51][C:52]([C:54]4[O:62][C:57]5=[CH:58][N:59]=[CH:60][CH:61]=[C:56]5[CH:55]=4)=[O:53])[CH2:43]3)[CH2:45][CH2:46]2)=[O:9])[CH2:5]1. The yield is 0.190. (5) The reactants are Br[C:2]1[CH:7]=[C:6](F)[CH:5]=[C:4]([F:9])[CH:3]=1.[NH:10]1[CH2:14][CH2:13][CH2:12][CH2:11]1.CCN(C(C)C)C(C)C.NC1C=CC=CC=1.Cl.[C:32]([N:40]1[CH2:45][CH2:44][NH:43][CH2:42][CH2:41]1)(=[O:39])[C:33]1[CH:38]=[CH:37][CH:36]=[CH:35][CH:34]=1.C([O-])([O-])=O.[Cs+].[Cs+].C1C=CC(P(C2C(C3C(P(C4C=CC=CC=4)C4C=CC=CC=4)=CC=C4C=3C=CC=C4)=C3C(C=CC=C3)=CC=2)C2C=CC=CC=2)=CC=1. The catalyst is O.CCOC(C)=O.C1C=CC(/C=C/C(/C=C/C2C=CC=CC=2)=O)=CC=1.C1C=CC(/C=C/C(/C=C/C2C=CC=CC=2)=O)=CC=1.C1C=CC(/C=C/C(/C=C/C2C=CC=CC=2)=O)=CC=1.[Pd].[Pd].CN1C(=O)CCC1. The product is [F:9][C:4]1[CH:5]=[C:6]([N:43]2[CH2:44][CH2:45][N:40]([C:32]([C:33]3[CH:34]=[CH:35][CH:36]=[CH:37][CH:38]=3)=[O:39])[CH2:41][CH2:42]2)[CH:7]=[C:2]([N:10]2[CH2:14][CH2:13][CH2:12][CH2:11]2)[CH:3]=1. The yield is 0.620. (6) The reactants are Cl.[Br:2][C:3]1[CH:10]=[C:9]([O:11][CH2:12][CH2:13][OH:14])[C:8]([O:15][CH3:16])=[CH:7][C:4]=1[CH2:5][NH2:6].CN([CH:20]=[O:21])C.ClC[CH:24](O)[CH2:25][OH:26]. No catalyst specified. The product is [Br:2][C:3]1[CH:10]=[C:9]([O:11][CH2:12][CH:13]([OH:14])[CH2:20][OH:21])[C:8]([O:15][CH3:16])=[CH:7][C:4]=1[CH2:5][NH:6][C:25](=[O:26])[CH3:24]. The yield is 0.840. (7) The catalyst is C(Cl)Cl. The yield is 1.00. The product is [Cl:1][C:2]1[C:3]([NH:20][CH:21]2[CH2:22][CH2:23][C:24]3([CH2:25][CH2:26][NH:27][CH2:28][CH2:29]3)[CH2:37][CH2:38]2)=[N:4][C:5]([NH:8][C:9]2[CH:10]=[CH:11][C:12]3[C:16]([CH:17]=2)=[N:15][N:14]([CH3:18])[C:13]=3[CH3:19])=[N:6][CH:7]=1. The reactants are [Cl:1][C:2]1[C:3]([NH:20][CH:21]2[CH2:38][CH2:37][C:24]3([CH2:29][CH2:28][N:27](C(OC(C)(C)C)=O)[CH2:26][CH2:25]3)[CH2:23][CH2:22]2)=[N:4][C:5]([NH:8][C:9]2[CH:10]=[CH:11][C:12]3[C:16]([CH:17]=2)=[N:15][N:14]([CH3:18])[C:13]=3[CH3:19])=[N:6][CH:7]=1.Cl.CCOC(C)=O. (8) The reactants are [CH2:1]([O:6][C:7]1[CH:12]=[CH:11][C:10]([S:13]([NH:16][C@H:17]([C:21]([OH:23])=O)[CH:18]([CH3:20])[CH3:19])(=[O:15])=[O:14])=[CH:9][CH:8]=1)[CH:2]=[C:3]=[CH:4][CH3:5].[OH:24][N:25]1C2C=CC=CC=2N=N1.Cl.CN(C)CCCN=C=NCC.CN1CCOCC1.NO. The catalyst is CN(C)C=O. The product is [OH:24][NH:25][C:21](=[O:23])[CH:17]([NH:16][S:13]([C:10]1[CH:11]=[CH:12][C:7]([O:6][CH2:1][CH:2]=[C:3]=[CH:4][CH3:5])=[CH:8][CH:9]=1)(=[O:15])=[O:14])[CH:18]([CH3:20])[CH3:19]. The yield is 0.420. (9) The reactants are [CH3:1][O:2][C:3]1[CH:8]=[CH:7][C:6]([C:9](=[O:13])[CH2:10][C:11]#[N:12])=[CH:5][CH:4]=1.[CH2:14]([N:16]([CH2:21][CH3:22])[C:17](=[O:20])[CH2:18]Cl)[CH3:15].[Na+].[I-].[OH-].[Na+]. The catalyst is CCO. The product is [C:11]([CH:10]([C:9]([C:6]1[CH:5]=[CH:4][C:3]([O:2][CH3:1])=[CH:8][CH:7]=1)=[O:13])[CH2:18][C:17]([N:16]([CH2:21][CH3:22])[CH2:14][CH3:15])=[O:20])#[N:12]. The yield is 0.640.